From a dataset of NCI-60 drug combinations with 297,098 pairs across 59 cell lines. Regression. Given two drug SMILES strings and cell line genomic features, predict the synergy score measuring deviation from expected non-interaction effect. (1) Drug 1: CC1OCC2C(O1)C(C(C(O2)OC3C4COC(=O)C4C(C5=CC6=C(C=C35)OCO6)C7=CC(=C(C(=C7)OC)O)OC)O)O. Drug 2: CN(C(=O)NC(C=O)C(C(C(CO)O)O)O)N=O. Cell line: SNB-75. Synergy scores: CSS=11.5, Synergy_ZIP=-5.13, Synergy_Bliss=-3.55, Synergy_Loewe=-9.07, Synergy_HSA=-2.56. (2) Drug 1: C1=CC(=CC=C1CCCC(=O)O)N(CCCl)CCCl. Drug 2: C1CN(CCN1C(=O)CCBr)C(=O)CCBr. Cell line: T-47D. Synergy scores: CSS=22.4, Synergy_ZIP=-5.55, Synergy_Bliss=1.29, Synergy_Loewe=-5.92, Synergy_HSA=0.362.